This data is from Peptide-MHC class II binding affinity with 134,281 pairs from IEDB. The task is: Regression. Given a peptide amino acid sequence and an MHC pseudo amino acid sequence, predict their binding affinity value. This is MHC class II binding data. (1) The MHC is HLA-DQA10301-DQB10302 with pseudo-sequence HLA-DQA10301-DQB10302. The peptide sequence is AGRFEVHAQTVEDEA. The binding affinity (normalized) is 0.473. (2) The peptide sequence is GELQIVDKIDAAGKI. The MHC is DRB3_0101 with pseudo-sequence DRB3_0101. The binding affinity (normalized) is 0.734.